Dataset: Catalyst prediction with 721,799 reactions and 888 catalyst types from USPTO. Task: Predict which catalyst facilitates the given reaction. (1) Reactant: [Li]CCCC.I/[CH:7]=[CH:8]/[O:9][C:10]1[CH:15]=[CH:14][C:13]([C:16]2[CH:21]=[CH:20][CH:19]=[CH:18][CH:17]=2)=[CH:12][CH:11]=1. Product: [C:8]([O:9][C:10]1[CH:15]=[CH:14][C:13]([C:16]2[CH:21]=[CH:20][CH:19]=[CH:18][CH:17]=2)=[CH:12][CH:11]=1)#[CH:7]. The catalyst class is: 536. (2) Reactant: [ClH:1].[N+:2]([C:5]1[CH:10]=[CH:9][C:8]([C:11]([NH2:14])([CH3:13])[CH3:12])=[CH:7][CH:6]=1)([O-])=O. Product: [ClH:1].[NH2:14][C:11]([C:8]1[CH:7]=[CH:6][C:5]([NH2:2])=[CH:10][CH:9]=1)([CH3:13])[CH3:12]. The catalyst class is: 19. (3) Reactant: [NH2:1][C@H:2]([C:4]1[N:9]([C:10]2[CH:15]=[CH:14][CH:13]=[CH:12][CH:11]=2)[C:8](=[O:16])[C:7]2=[C:17]([CH3:20])[CH:18]=[CH:19][N:6]2[N:5]=1)[CH3:3].Cl[C:22]1[C:27]([C:28]([O:30][CH2:31][CH3:32])=[O:29])=[C:26]([NH:33][CH2:34][C:35]2[CH:40]=[CH:39][C:38]([O:41][CH3:42])=[CH:37][CH:36]=2)[N:25]=[CH:24][N:23]=1.C(N(CC)C(C)C)(C)C. Product: [CH3:42][O:41][C:38]1[CH:37]=[CH:36][C:35]([CH2:34][NH:33][C:26]2[C:27]([C:28]([O:30][CH2:31][CH3:32])=[O:29])=[C:22]([NH:1][C@H:2]([C:4]3[N:9]([C:10]4[CH:15]=[CH:14][CH:13]=[CH:12][CH:11]=4)[C:8](=[O:16])[C:7]4=[C:17]([CH3:20])[CH:18]=[CH:19][N:6]4[N:5]=3)[CH3:3])[N:23]=[CH:24][N:25]=2)=[CH:40][CH:39]=1. The catalyst class is: 8. (4) Reactant: [CH:1]([C:3]1[CH:8]=[CH:7][CH:6]=[C:5]([F:9])[CH:4]=1)=[CH2:2].[OH2:10].CC[C@H]1[C@H]2C[C@H]([C@H](OC3C4C(=CC=CC=4)C(O[C@H](C4C=CN=C5C=4C=C(OC)C=C5)[C@@H]4N5C[C@H](CC)[C@@H](CC5)C4)=NN=3)C3C=CN=C4C=3C=C([O:32]C)C=C4)N(CC2)C1. Product: [F:9][C:5]1[CH:4]=[C:3]([C@H:1]([OH:32])[CH2:2][OH:10])[CH:8]=[CH:7][CH:6]=1. The catalyst class is: 218. (5) Reactant: Cl.[Cl:2][C:3]1[CH:4]=[CH:5][C:6]([S:11]([CH2:14][CH3:15])(=[O:13])=[O:12])=[C:7]([CH:10]=1)[CH2:8][NH2:9].NC1C(Cl)=C(C=O)C(C(F)(F)F)=CC=1C(NCC1C=C(Cl)C=CC=1S(CC)(=O)=O)=O.[NH2:46][C:47]1[C:55]([Cl:56])=[C:54]([CH2:57][N:58]2[CH2:63][CH2:62][CH2:61][C@@H:60]([NH:64][C:65]([O:67][C:68]([CH3:71])([CH3:70])[CH3:69])=[O:66])[CH2:59]2)[C:53]([CH3:72])=[CH:52][C:48]=1[C:49](O)=[O:50].NC1C(Cl)=C(C=O)C(C(F)(F)F)=CC=1C(O)=O. Product: [NH2:46][C:47]1[C:55]([Cl:56])=[C:54]([CH2:57][N:58]2[CH2:63][CH2:62][CH2:61][C@@H:60]([NH:64][C:65](=[O:66])[O:67][C:68]([CH3:69])([CH3:70])[CH3:71])[CH2:59]2)[C:53]([CH3:72])=[CH:52][C:48]=1[C:49](=[O:50])[NH:9][CH2:8][C:7]1[CH:10]=[C:3]([Cl:2])[CH:4]=[CH:5][C:6]=1[S:11]([CH2:14][CH3:15])(=[O:13])=[O:12]. The catalyst class is: 3. (6) Reactant: [NH:1]1[C:9]2[C:4](=[CH:5][CH:6]=[CH:7][CH:8]=2)[CH2:3][C:2]1=[O:10].C1C(=O)N([Br:18])C(=O)C1.O. Product: [Br:18][C:6]1[CH:5]=[C:4]2[C:9](=[CH:8][CH:7]=1)[NH:1][C:2](=[O:10])[CH2:3]2. The catalyst class is: 10.